Task: Regression. Given two drug SMILES strings and cell line genomic features, predict the synergy score measuring deviation from expected non-interaction effect.. Dataset: NCI-60 drug combinations with 297,098 pairs across 59 cell lines (1) Drug 1: CC(C1=C(C=CC(=C1Cl)F)Cl)OC2=C(N=CC(=C2)C3=CN(N=C3)C4CCNCC4)N. Drug 2: CC=C1C(=O)NC(C(=O)OC2CC(=O)NC(C(=O)NC(CSSCCC=C2)C(=O)N1)C(C)C)C(C)C. Cell line: SK-MEL-2. Synergy scores: CSS=64.2, Synergy_ZIP=-4.75, Synergy_Bliss=-7.61, Synergy_Loewe=-45.9, Synergy_HSA=-8.20. (2) Drug 1: C1C(C(OC1N2C=NC3=C2NC=NCC3O)CO)O. Drug 2: C(CCl)NC(=O)N(CCCl)N=O. Synergy scores: CSS=5.44, Synergy_ZIP=3.60, Synergy_Bliss=-0.113, Synergy_Loewe=-1.41, Synergy_HSA=-0.708. Cell line: SN12C. (3) Drug 1: CC1C(C(=O)NC(C(=O)N2CCCC2C(=O)N(CC(=O)N(C(C(=O)O1)C(C)C)C)C)C(C)C)NC(=O)C3=C4C(=C(C=C3)C)OC5=C(C(=O)C(=C(C5=N4)C(=O)NC6C(OC(=O)C(N(C(=O)CN(C(=O)C7CCCN7C(=O)C(NC6=O)C(C)C)C)C)C(C)C)C)N)C. Drug 2: CN(CCCl)CCCl.Cl. Cell line: LOX IMVI. Synergy scores: CSS=61.5, Synergy_ZIP=-6.71, Synergy_Bliss=-10.2, Synergy_Loewe=-9.20, Synergy_HSA=-7.50.